From a dataset of NCI-60 drug combinations with 297,098 pairs across 59 cell lines. Regression. Given two drug SMILES strings and cell line genomic features, predict the synergy score measuring deviation from expected non-interaction effect. (1) Drug 1: C1C(C(OC1N2C=NC3=C(N=C(N=C32)Cl)N)CO)O. Drug 2: C(CC(=O)O)C(=O)CN.Cl. Cell line: NCI/ADR-RES. Synergy scores: CSS=61.8, Synergy_ZIP=2.69, Synergy_Bliss=3.45, Synergy_Loewe=-52.5, Synergy_HSA=3.46. (2) Drug 1: CCC1=C2CN3C(=CC4=C(C3=O)COC(=O)C4(CC)O)C2=NC5=C1C=C(C=C5)O. Drug 2: CS(=O)(=O)CCNCC1=CC=C(O1)C2=CC3=C(C=C2)N=CN=C3NC4=CC(=C(C=C4)OCC5=CC(=CC=C5)F)Cl. Cell line: UACC-257. Synergy scores: CSS=10.8, Synergy_ZIP=-4.23, Synergy_Bliss=-1.84, Synergy_Loewe=-71.1, Synergy_HSA=-0.325. (3) Drug 1: CC1CCC2CC(C(=CC=CC=CC(CC(C(=O)C(C(C(=CC(C(=O)CC(OC(=O)C3CCCCN3C(=O)C(=O)C1(O2)O)C(C)CC4CCC(C(C4)OC)OCCO)C)C)O)OC)C)C)C)OC. Drug 2: C1C(C(OC1N2C=NC3=C2NC=NCC3O)CO)O. Cell line: TK-10. Synergy scores: CSS=9.03, Synergy_ZIP=-2.86, Synergy_Bliss=-0.403, Synergy_Loewe=-12.8, Synergy_HSA=-3.97. (4) Drug 1: CC1=C2C(C(=O)C3(C(CC4C(C3C(C(C2(C)C)(CC1OC(=O)C(C(C5=CC=CC=C5)NC(=O)OC(C)(C)C)O)O)OC(=O)C6=CC=CC=C6)(CO4)OC(=O)C)OC)C)OC. Drug 2: C1=C(C(=O)NC(=O)N1)F. Cell line: SN12C. Synergy scores: CSS=63.5, Synergy_ZIP=4.52, Synergy_Bliss=3.57, Synergy_Loewe=9.52, Synergy_HSA=11.1. (5) Drug 1: CC1=C(C=C(C=C1)NC2=NC=CC(=N2)N(C)C3=CC4=NN(C(=C4C=C3)C)C)S(=O)(=O)N.Cl. Drug 2: COC1=C2C(=CC3=C1OC=C3)C=CC(=O)O2. Cell line: TK-10. Synergy scores: CSS=3.31, Synergy_ZIP=-0.904, Synergy_Bliss=-0.807, Synergy_Loewe=-1.95, Synergy_HSA=-0.995.